This data is from Catalyst prediction with 721,799 reactions and 888 catalyst types from USPTO. The task is: Predict which catalyst facilitates the given reaction. (1) Reactant: [F:1][C:2]([F:28])([F:27])[S:3]([O:6][C:7]1[CH:16]=[C:15]2[C:10]([C:11](=[O:26])[C:12]([C:17]3[CH:22]=[CH:21][C:20]([N+:23]([O-])=O)=[CH:19][CH:18]=3)=[CH:13][O:14]2)=[CH:9][CH:8]=1)(=[O:5])=[O:4].S(S([O-])=O)([O-])=O.[Na+].[Na+]. Product: [F:28][C:2]([F:1])([F:27])[S:3]([O:6][C:7]1[CH:16]=[C:15]2[C:10]([C:11](=[O:26])[C:12]([C:17]3[CH:22]=[CH:21][C:20]([NH2:23])=[CH:19][CH:18]=3)=[CH:13][O:14]2)=[CH:9][CH:8]=1)(=[O:5])=[O:4]. The catalyst class is: 7. (2) Product: [Si:13]([O:20][C:21]([C:24]1[N:25]=[CH:26][C:27]([C:2]2[S:6][C:5]([N+:7]([O-:9])=[O:8])=[C:4]([C:10]([NH2:12])=[O:11])[CH:3]=2)=[CH:28][CH:29]=1)([CH3:23])[CH3:22])([C:16]([CH3:17])([CH3:18])[CH3:19])([CH3:15])[CH3:14]. The catalyst class is: 257. Reactant: Br[C:2]1[S:6][C:5]([N+:7]([O-:9])=[O:8])=[C:4]([C:10]([NH2:12])=[O:11])[CH:3]=1.[Si:13]([O:20][C:21]([C:24]1[CH:29]=[CH:28][C:27](B2OC(C)(C)C(C)(C)O2)=[CH:26][N:25]=1)([CH3:23])[CH3:22])([C:16]([CH3:19])([CH3:18])[CH3:17])([CH3:15])[CH3:14].C1COCC1.C([O-])([O-])=O.[Na+].[Na+]. (3) Reactant: [Cl:1][C:2]1[C:3]([Cl:29])=[CH:4][C:5]2[C:6]3[CH2:21][CH2:20][N:19]([C:22]([O:24][C:25]([CH3:28])([CH3:27])[CH3:26])=[O:23])[CH2:18][CH2:17][C:7]=3[N:8]([CH2:11][C:12](OCC)=[O:13])[C:9]=2[CH:10]=1.[Li+].[BH4-].[OH-].[Na+].CCOC(C)=O. Product: [Cl:1][C:2]1[C:3]([Cl:29])=[CH:4][C:5]2[C:6]3[CH2:21][CH2:20][N:19]([C:22]([O:24][C:25]([CH3:27])([CH3:26])[CH3:28])=[O:23])[CH2:18][CH2:17][C:7]=3[N:8]([CH2:11][CH2:12][OH:13])[C:9]=2[CH:10]=1. The catalyst class is: 20. (4) Reactant: [CH3:1][C:2]1[C:7]([O:8][CH3:9])=[C:6]([CH3:10])[C:5]([CH2:11][S:12]([C:14]2[NH:18][C:17]3[CH:19]=[C:20]([O:23][CH3:24])[CH:21]=[CH:22][C:16]=3[N:15]=2)=[O:13])=[N:4][CH:3]=1.[Cl-].[CH3:26][N+:27]([CH3:37])([CH3:36])[CH:28]([C:30]1[CH:35]=[CH:34][CH:33]=[CH:32][CH:31]=1)[CH3:29].C(=O)([O-])[O-].[K+].[K+].O. Product: [CH3:36][N+:27]([CH3:26])([CH3:37])[CH:28]([C:30]1[CH:35]=[CH:34][CH:33]=[CH:32][CH:31]=1)[CH3:29].[CH3:1][C:2]1[CH:3]=[N:4][C:5]([CH2:11][S+:12]([O-:13])[C:14]2[NH:15][C:16]3[CH:22]=[CH:21][C:20]([O:23][CH3:24])=[CH:19][C:17]=3[N:18]=2)=[C:6]([CH3:10])[C:7]=1[O:8][CH3:9]. The catalyst class is: 4. (5) Reactant: N#N.[CH3:3][C:4]1([CH2:9][CH2:10][CH2:11][CH2:12][C:13]2[O:14][CH:15]=[C:16]([C:18]([OH:20])=O)[N:17]=2)[O:8][CH2:7][CH2:6][O:5]1.CN(C=O)C.C(Cl)(=O)C([Cl:29])=O. Product: [CH3:3][C:4]1([CH2:9][CH2:10][CH2:11][CH2:12][C:13]2[O:14][CH:15]=[C:16]([C:18]([Cl:29])=[O:20])[N:17]=2)[O:8][CH2:7][CH2:6][O:5]1. The catalyst class is: 11.